From a dataset of Catalyst prediction with 721,799 reactions and 888 catalyst types from USPTO. Predict which catalyst facilitates the given reaction. (1) Reactant: [CH2:1]([C@@H:8]1[CH2:12][O:11][C:10](=[O:13])[N:9]1[C:14](=[O:35])[C@H:15]([CH2:19][C:20]1[C:25]([Cl:26])=[CH:24][C:23]([C:27]2[CH:32]=[CH:31][C:30]([F:33])=[CH:29][CH:28]=2)=[CH:22][C:21]=1[Cl:34])[CH2:16][CH:17]=C)[C:2]1[CH:7]=[CH:6][CH:5]=[CH:4][CH:3]=1.[O:36]=[O+][O-].CSC. Product: [CH2:1]([C@@H:8]1[CH2:12][O:11][C:10](=[O:13])[N:9]1[C:14](=[O:35])[C@H:15]([CH2:19][C:20]1[C:25]([Cl:26])=[CH:24][C:23]([C:27]2[CH:28]=[CH:29][C:30]([F:33])=[CH:31][CH:32]=2)=[CH:22][C:21]=1[Cl:34])[CH2:16][CH:17]=[O:36])[C:2]1[CH:3]=[CH:4][CH:5]=[CH:6][CH:7]=1. The catalyst class is: 98. (2) Reactant: [CH3:1][NH:2][NH2:3].O.[CH:5]1([C:8]#[C:9][C:10]([O:12]C)=O)[CH2:7][CH2:6]1. Product: [CH:5]1([C:8]2[N:2]([CH3:1])[N:3]=[C:10]([OH:12])[CH:9]=2)[CH2:7][CH2:6]1. The catalyst class is: 5. (3) Reactant: CN1CCOCC1.ON1C2C=CC=CC=2N=N1.Cl.CN(C)CCCN=C=NCC.[C:30]([O:34][C:35]([NH:37][CH2:38][CH2:39][CH2:40][CH2:41][C@H:42]([NH:50][C:51]([NH:53][C@@H:54]([C:62](O)=[O:63])[CH2:55][CH:56]1[CH2:61][CH2:60][CH2:59][CH2:58][CH2:57]1)=[O:52])[C:43]([O:45][C:46]([CH3:49])([CH3:48])[CH3:47])=[O:44])=[O:36])([CH3:33])([CH3:32])[CH3:31].[F:65][C:66]1[CH:73]=[C:72]([F:74])[CH:71]=[CH:70][C:67]=1[CH2:68][NH2:69]. Product: [C:30]([O:34][C:35]([NH:37][CH2:38][CH2:39][CH2:40][CH2:41][C@H:42]([NH:50][C:51]([NH:53][C@@H:54]([C:62](=[O:63])[NH:69][CH2:68][C:67]1[CH:70]=[CH:71][C:72]([F:74])=[CH:73][C:66]=1[F:65])[CH2:55][CH:56]1[CH2:61][CH2:60][CH2:59][CH2:58][CH2:57]1)=[O:52])[C:43]([O:45][C:46]([CH3:49])([CH3:48])[CH3:47])=[O:44])=[O:36])([CH3:31])([CH3:32])[CH3:33]. The catalyst class is: 59. (4) Reactant: [F:1][C:2]([F:19])([C:8]1[CH:13]=[CH:12][C:11]([F:14])=[CH:10][C:9]=1[C:15]([F:18])([F:17])[F:16])[C:3]([O:5]CC)=[O:4].CO.O.[OH-].[Li+]. Product: [F:19][C:2]([F:1])([C:8]1[CH:13]=[CH:12][C:11]([F:14])=[CH:10][C:9]=1[C:15]([F:16])([F:17])[F:18])[C:3]([OH:5])=[O:4]. The catalyst class is: 7. (5) Reactant: [SH:1][C:2]1[NH:3][C:4]2[CH:10]=[C:9]([CH3:11])[CH:8]=[CH:7][C:5]=2[N:6]=1.[H-].[Na+].[N+]([C:17]1[O:21][C:20]([CH:22]=[O:23])=[CH:19][CH:18]=1)([O-])=O. Product: [CH3:11][C:9]1[CH:8]=[CH:7][C:5]2[NH:6][C:2]([S:1][C:17]3[O:21][C:20]([CH:22]=[O:23])=[CH:19][CH:18]=3)=[N:3][C:4]=2[CH:10]=1. The catalyst class is: 253.